From a dataset of Full USPTO retrosynthesis dataset with 1.9M reactions from patents (1976-2016). Predict the reactants needed to synthesize the given product. (1) Given the product [CH2:10]([O:9][C:8]1[CH:7]=[CH:6][C:5]([C:12]2[O:16][N:15]=[C:14]([C:17]3[CH:38]=[CH:37][C:20]4[CH2:21][CH2:22][N:23]([C:26](=[O:36])[CH2:27][NH2:28])[CH2:24][CH2:25][C:19]=4[CH:18]=3)[N:13]=2)=[CH:4][C:3]=1[C:1]#[N:2])[CH3:11], predict the reactants needed to synthesize it. The reactants are: [C:1]([C:3]1[CH:4]=[C:5]([C:12]2[O:16][N:15]=[C:14]([C:17]3[CH:38]=[CH:37][C:20]4[CH2:21][CH2:22][N:23]([C:26](=[O:36])[CH2:27][NH:28]C(=O)OC(C)(C)C)[CH2:24][CH2:25][C:19]=4[CH:18]=3)[N:13]=2)[CH:6]=[CH:7][C:8]=1[O:9][CH2:10][CH3:11])#[N:2].FC(F)(F)C(O)=O. (2) Given the product [Cl:1][C:2]1[CH:3]=[C:4]([N:8]([CH3:22])[S:9]([C:12]2[CH:13]=[C:14]3[C:18](=[CH:19][CH:20]=2)[NH:17][C:16](=[O:21])[C:15]3=[CH:33][C:32]2[NH:31][CH:30]=[C:29]3[C:24](=[O:23])[O:25][CH2:26][CH2:27][C:28]=23)(=[O:11])=[O:10])[CH:5]=[CH:6][CH:7]=1, predict the reactants needed to synthesize it. The reactants are: [Cl:1][C:2]1[CH:3]=[C:4]([N:8]([CH3:22])[S:9]([C:12]2[CH:13]=[C:14]3[C:18](=[CH:19][CH:20]=2)[NH:17][C:16](=[O:21])[CH2:15]3)(=[O:11])=[O:10])[CH:5]=[CH:6][CH:7]=1.[O:23]=[C:24]1[C:29]2=[CH:30][NH:31][C:32]([CH:33]=O)=[C:28]2[CH2:27][CH2:26][O:25]1. (3) The reactants are: [Br:1][C:2]1[CH:3]=[C:4]2[C:9](=[CH:10][CH:11]=1)[N:8]=[C:7]([O:12][CH3:13])[C:6]([CH2:14]Br)=[C:5]2[Cl:16].[F:17][C:18]([F:27])([F:26])[CH2:19][N:20]1[CH2:25][CH2:24][NH:23][CH2:22][CH2:21]1.C(N(CC)C(C)C)(C)C. Given the product [Br:1][C:2]1[CH:3]=[C:4]2[C:9](=[CH:10][CH:11]=1)[N:8]=[C:7]([O:12][CH3:13])[C:6]([CH2:14][N:23]1[CH2:22][CH2:21][N:20]([CH2:19][C:18]([F:26])([F:27])[F:17])[CH2:25][CH2:24]1)=[C:5]2[Cl:16], predict the reactants needed to synthesize it. (4) Given the product [Cl:1][C:2]1[CH:7]=[C:6]([C:21]2[C:26]([F:27])=[CH:25][CH:24]=[CH:23][C:22]=2[F:28])[CH:5]=[C:4]([N+:16]([O-:18])=[O:17])[C:3]=1[NH2:19], predict the reactants needed to synthesize it. The reactants are: [Cl:1][C:2]1[CH:7]=[C:6](B2OCC(C)(C)CO2)[CH:5]=[C:4]([N+:16]([O-:18])=[O:17])[C:3]=1[NH2:19].Br[C:21]1[C:26]([F:27])=[CH:25][CH:24]=[CH:23][C:22]=1[F:28].C([O-])([O-])=O.[Na+].[Na+].